From a dataset of Forward reaction prediction with 1.9M reactions from USPTO patents (1976-2016). Predict the product of the given reaction. (1) Given the reactants [Na+].[I-].[C:3]1([C:9]2[NH:13][N:12]=[N:11][N:10]=2)[CH:8]=[CH:7][CH:6]=[CH:5][CH:4]=1.C([O-])([O-])=O.[Cs+].[Cs+].[C:20]([N:28]1[CH2:31][C:30]([CH2:37]Cl)([C:32]([O:34]CC)=[O:33])[CH2:29]1)(=[O:27])[C:21]1[CH:26]=[CH:25][CH:24]=[CH:23][CH:22]=1.[Li+].[OH-].Cl, predict the reaction product. The product is: [C:20]([N:28]1[CH2:29][C:30]([CH2:37][N:11]2[N:12]=[N:13][C:9]([C:3]3[CH:4]=[CH:5][CH:6]=[CH:7][CH:8]=3)=[N:10]2)([C:32]([OH:34])=[O:33])[CH2:31]1)(=[O:27])[C:21]1[CH:26]=[CH:25][CH:24]=[CH:23][CH:22]=1. (2) The product is: [NH2:14][C:12]([CH2:11][O:1][C:2]1[CH:3]=[C:4]([CH:7]=[CH:8][CH:9]=1)[CH:5]=[O:6])=[O:13]. Given the reactants [OH:1][C:2]1[CH:3]=[C:4]([CH:7]=[CH:8][CH:9]=1)[CH:5]=[O:6].Cl[CH2:11][C:12]([NH2:14])=[O:13].C(=O)([O-])[O-].[K+].[K+], predict the reaction product. (3) Given the reactants FC(F)(F)C(N[C@@H:6]1[C:14]2C(=CC=C(OC)C=2)C(=O)[CH2:7]1)=O.[OH:20][C:21]1[CH:22]=[C:23]([CH:26]=[CH:27][CH:28]=1)[CH:24]=[O:25].IC(C)C.C([O-])([O-])=O.[K+].[K+], predict the reaction product. The product is: [CH:6]([O:20][C:21]1[CH:22]=[C:23]([CH:26]=[CH:27][CH:28]=1)[CH:24]=[O:25])([CH3:14])[CH3:7]. (4) Given the reactants Cl[CH2:2][CH2:3][CH2:4][O:5][C:6]1[CH:15]=[C:14]2[C:9]([C:10]([O:16][C:17]3[CH:22]=[CH:21][C:20]([CH3:23])=[CH:19][C:18]=3[C:24]([C:26]3[CH:31]=[CH:30][CH:29]=[CH:28][CH:27]=3)=[O:25])=[CH:11][CH:12]=[N:13]2)=[CH:8][C:7]=1[O:32][CH3:33].[NH:34]1[CH2:39][CH2:38][O:37][CH2:36][CH2:35]1.C(=O)([O-])[O-].[K+].[K+].O, predict the reaction product. The product is: [CH3:23][C:20]1[CH:21]=[CH:22][C:17]([O:16][C:10]2[C:9]3[C:14](=[CH:15][C:6]([O:5][CH2:4][CH2:3][CH2:2][N:34]4[CH2:39][CH2:38][O:37][CH2:36][CH2:35]4)=[C:7]([O:32][CH3:33])[CH:8]=3)[N:13]=[CH:12][CH:11]=2)=[C:18]([C:24]([C:26]2[CH:27]=[CH:28][CH:29]=[CH:30][CH:31]=2)=[O:25])[CH:19]=1. (5) Given the reactants [NH:1]1[CH2:6][CH2:5][O:4][CH2:3][CH2:2]1.Cl[C:8](=[N:11][S:12][N:13]1[CH2:18][CH2:17][O:16][CH2:15][CH2:14]1)[C:9]#[N:10], predict the reaction product. The product is: [N:1]1([C:8](=[N:11][S:12][N:13]2[CH2:14][CH2:15][O:16][CH2:17][CH2:18]2)[C:9]#[N:10])[CH2:6][CH2:5][O:4][CH2:3][CH2:2]1.